From a dataset of Reaction yield outcomes from USPTO patents with 853,638 reactions. Predict the reaction yield, written as a fraction of the theoretical maximum amount of product (1.0 means a 100% yield; for example, 0.34 means a 34% yield). (1) The reactants are [C:1]([O:5][C:6]([N:8]1[CH2:13][CH2:12][CH:11]([C:14]2[CH:19]=[CH:18][C:17]([NH2:20])=[C:16](Br)[N:15]=2)[CH2:10][CH2:9]1)=[O:7])([CH3:4])([CH3:3])[CH3:2].[C:22]1(B(O)O)[CH2:27][CH2:26][CH2:25][CH2:24][CH:23]=1. The catalyst is CCO.C1(C)C=CC=CC=1.C([O-])([O-])=O.[Na+].[Na+].CCOCC.[Cl-].[Na+].O.C1C=CC([P]([Pd]([P](C2C=CC=CC=2)(C2C=CC=CC=2)C2C=CC=CC=2)([P](C2C=CC=CC=2)(C2C=CC=CC=2)C2C=CC=CC=2)[P](C2C=CC=CC=2)(C2C=CC=CC=2)C2C=CC=CC=2)(C2C=CC=CC=2)C2C=CC=CC=2)=CC=1. The product is [C:1]([O:5][C:6]([N:8]1[CH2:13][CH2:12][CH:11]([C:14]2[CH:19]=[CH:18][C:17]([NH2:20])=[C:16]([C:22]3[CH2:27][CH2:26][CH2:25][CH2:24][CH:23]=3)[N:15]=2)[CH2:10][CH2:9]1)=[O:7])([CH3:4])([CH3:3])[CH3:2]. The yield is 0.740. (2) The reactants are [C:1]1([C:7]([C:9]2[CH:14]=[C:13]([CH3:15])[CH:12]=[CH:11][C:10]=2[NH2:16])=O)[CH:6]=[CH:5][CH:4]=[CH:3][CH:2]=1.[N:17]([O-])=O.[Na+].Cl[Sn]Cl. The catalyst is Cl.O. The product is [CH3:15][C:13]1[CH:14]=[C:9]2[C:10](=[CH:11][CH:12]=1)[NH:16][N:17]=[C:7]2[C:1]1[CH:6]=[CH:5][CH:4]=[CH:3][CH:2]=1. The yield is 0.800.